Dataset: Reaction yield outcomes from USPTO patents with 853,638 reactions. Task: Predict the reaction yield, written as a fraction of the theoretical maximum amount of product (1.0 means a 100% yield; for example, 0.34 means a 34% yield). (1) The reactants are Br[C:2]1[C:10]2[O:9][CH2:8][CH:7]([C:11]3[CH:16]=[CH:15][C:14]([CH:17]([CH3:19])[CH3:18])=[CH:13][CH:12]=3)[C:6]=2[C:5]([CH3:20])=[C:4]([NH:21][C:22](=[O:28])[CH2:23][C:24]([CH3:27])([CH3:26])[CH3:25])[C:3]=1[CH3:29].[F:30][C:31]1[N:36]=[CH:35][C:34](B(O)O)=[CH:33][CH:32]=1. The catalyst is CCCCCC.C(OCC)(=O)C. The product is [F:30][C:31]1[N:36]=[CH:35][C:34]([C:2]2[C:10]3[O:9][CH2:8][CH:7]([C:11]4[CH:16]=[CH:15][C:14]([CH:17]([CH3:18])[CH3:19])=[CH:13][CH:12]=4)[C:6]=3[C:5]([CH3:20])=[C:4]([NH:21][C:22](=[O:28])[CH2:23][C:24]([CH3:27])([CH3:26])[CH3:25])[C:3]=2[CH3:29])=[CH:33][CH:32]=1. The yield is 0.580. (2) The reactants are C([O:4][C:5]1[CH:10]=[CH:9][CH:8]=[CH:7][C:6]=1[O:11][CH2:12][CH2:13][CH2:14][CH2:15][CH2:16][CH3:17])(=O)C.[CH2:18]([O:24][C:25]1[CH:26]=[C:27]([C:38]2[CH:43]=[CH:42][C:41]([O:44][CH2:45][CH2:46][CH2:47][CH2:48][CH2:49][CH3:50])=[C:40]([O:51][CH2:52][CH2:53][CH2:54][CH2:55][CH2:56][CH3:57])[CH:39]=2)[CH:28]=[CH:29][C:30]=1[O:31][CH2:32][CH2:33][CH2:34][CH2:35][CH2:36][CH3:37])[CH2:19][CH2:20][CH2:21][CH2:22][CH3:23]. The catalyst is ClCCl.[Fe](Cl)Cl. The product is [OH:4][C:5]1[C:6]([O:11][CH2:12][CH2:13][CH2:14][CH2:15][CH2:16][CH3:17])=[CH:7][C:8]2[C:43]3[C:38](=[CH:39][C:40]([O:51][CH2:52][CH2:53][CH2:54][CH2:55][CH2:56][CH3:57])=[C:41]([O:44][CH2:45][CH2:46][CH2:47][CH2:48][CH2:49][CH3:50])[CH:42]=3)[C:27]3[C:28](=[CH:29][C:30]([O:31][CH2:32][CH2:33][CH2:34][CH2:35][CH2:36][CH3:37])=[C:25]([O:24][CH2:18][CH2:19][CH2:20][CH2:21][CH2:22][CH3:23])[CH:26]=3)[C:9]=2[CH:10]=1. The yield is 0.670. (3) The reactants are Br[C:2]1[CH:23]=[CH:22][C:5]2[C:6]3[C:10]([CH2:11][CH2:12][O:13][C:4]=2[CH:3]=1)=[CH:9][N:8]([C:14]1[N:15]([CH:19]([CH3:21])[CH3:20])[N:16]=[CH:17][N:18]=1)[N:7]=3.[O:24]1[CH2:29][CH2:28][CH2:27][CH2:26][CH:25]1[O:30][CH2:31][CH2:32][N:33]1[CH:37]=[C:36](B2OC(C)(C)C(C)(C)O2)[CH:35]=[N:34]1.C(=O)([O-])[O-].[Cs+].[Cs+]. The catalyst is C1C=CC(P(C2C=CC=CC=2)[C-]2C=CC=C2)=CC=1.C1C=CC(P(C2C=CC=CC=2)[C-]2C=CC=C2)=CC=1.Cl[Pd]Cl.[Fe+2].ClCCl. The product is [CH:19]([N:15]1[C:14]([N:8]2[N:7]=[C:6]3[C:10]([CH2:11][CH2:12][O:13][C:4]4[CH:3]=[C:2]([C:36]5[CH:35]=[N:34][N:33]([CH2:32][CH2:31][O:30][CH:25]6[CH2:26][CH2:27][CH2:28][CH2:29][O:24]6)[CH:37]=5)[CH:23]=[CH:22][C:5]=43)=[CH:9]2)=[N:18][CH:17]=[N:16]1)([CH3:21])[CH3:20]. The yield is 0.640. (4) The reactants are [OH:1][C@H:2]1[CH2:6][NH:5][C@H:4]([C:7]([OH:9])=[O:8])[CH2:3]1.[OH-].[Na+].[C:12](O[C:12]([O:14][C:15]([CH3:18])([CH3:17])[CH3:16])=[O:13])([O:14][C:15]([CH3:18])([CH3:17])[CH3:16])=[O:13].C(=O)=O. The catalyst is O.CC(C)=O. The product is [C:15]([O:14][C:12]([N:5]1[CH2:6][C@H:2]([OH:1])[CH2:3][C@H:4]1[C:7]([OH:9])=[O:8])=[O:13])([CH3:18])([CH3:17])[CH3:16]. The yield is 1.00. (5) The reactants are Br[C:2]1[CH:3]=[C:4]2[C:9](=[CH:10][CH:11]=1)[N:8]=[CH:7][C:6]([C:12]([CH:14]1[CH2:16][CH2:15]1)=[O:13])=[C:5]2[N:17]1[CH2:22][CH2:21][CH:20]([CH2:23][N:24]2[CH2:28][CH2:27][CH2:26][CH2:25]2)[CH2:19][CH2:18]1.[Cl:29][C:30]1[CH:35]=[C:34](B2OC(C)(C)C(C)(C)O2)[CH:33]=[C:32]([F:45])[C:31]=1[OH:46]. No catalyst specified. The product is [Cl:29][C:30]1[CH:35]=[C:34]([C:2]2[CH:3]=[C:4]3[C:9](=[CH:10][CH:11]=2)[N:8]=[CH:7][C:6]([C:12]([CH:14]2[CH2:16][CH2:15]2)=[O:13])=[C:5]3[N:17]2[CH2:22][CH2:21][CH:20]([CH2:23][N:24]3[CH2:25][CH2:26][CH2:27][CH2:28]3)[CH2:19][CH2:18]2)[CH:33]=[C:32]([F:45])[C:31]=1[OH:46]. The yield is 0.710. (6) The reactants are [Cl:1][C:2]1[C:3]([C:9]([OH:11])=O)=[N:4][CH:5]=[C:6]([Cl:8])[CH:7]=1.S(Cl)(Cl)=O.[CH3:16][N:17]([CH3:25])[CH:18]=[CH:19][C:20]([O:22][CH2:23][CH3:24])=[O:21].C(N(CC)CC)C. The catalyst is C1(C)C=CC=CC=1.CN(C=O)C.C1COCC1. The product is [CH2:23]([O:22][C:20](=[O:21])[C:19]([C:9]([C:3]1[C:2]([Cl:1])=[CH:7][C:6]([Cl:8])=[CH:5][N:4]=1)=[O:11])=[CH:18][N:17]([CH3:25])[CH3:16])[CH3:24]. The yield is 0.620.